From a dataset of Full USPTO retrosynthesis dataset with 1.9M reactions from patents (1976-2016). Predict the reactants needed to synthesize the given product. (1) Given the product [Cl:15][C:16]1[CH:29]=[CH:28][C:19]([O:20][C:21]2[CH:26]=[CH:25][C:24]([O:14][CH:11]3[CH2:10][CH2:9][NH:8][CH2:13][CH2:12]3)=[CH:23][CH:22]=2)=[CH:18][CH:17]=1, predict the reactants needed to synthesize it. The reactants are: C(OC([N:8]1[CH2:13][CH2:12][CH:11]([OH:14])[CH2:10][CH2:9]1)=O)(C)(C)C.[Cl:15][C:16]1[CH:29]=[CH:28][C:19]([O:20][C:21]2[CH:26]=[CH:25][C:24](O)=[CH:23][CH:22]=2)=[CH:18][CH:17]=1.C1(P(C2C=CC=CC=2)C2C=CC=CC=2)C=CC=CC=1.CC(OC(/N=N/C(OC(C)C)=O)=O)C. (2) Given the product [CH3:18][C:13]1[N:14]([CH2:15][CH2:16][O:17][CH2:21][C:20]#[CH:19])[C:10]2[C:9]3[CH2:8][CH2:7][CH2:6][CH2:5][C:4]=3[N:3]=[C:2]([NH2:1])[C:11]=2[N:12]=1, predict the reactants needed to synthesize it. The reactants are: [NH2:1][C:2]1[C:11]2[N:12]=[C:13]([CH3:18])[N:14]([CH2:15][CH2:16][OH:17])[C:10]=2[C:9]2[CH2:8][CH2:7][CH2:6][CH2:5][C:4]=2[N:3]=1.[CH2:19](Br)[C:20]#[CH:21]. (3) The reactants are: Cl.[CH3:2][C:3]1[CH:8]=[CH:7][CH:6]=[CH:5][C:4]=1[NH:9][NH2:10].O=[C:12]1[CH2:17][CH2:16][CH2:15][CH2:14][CH:13]1[C:18]#[N:19]. Given the product [CH3:2][C:3]1[CH:8]=[CH:7][CH:6]=[CH:5][C:4]=1[N:9]1[C:18]([NH2:19])=[C:13]2[C:12]([CH2:17][CH2:16][CH2:15][CH2:14]2)=[N:10]1, predict the reactants needed to synthesize it. (4) Given the product [C:16]([O:15][C:13]([N:8]1[CH2:9][C@H:10]([F:12])[CH2:11][C@@H:7]1[CH2:5][OH:4])=[O:14])([CH3:19])([CH3:18])[CH3:17], predict the reactants needed to synthesize it. The reactants are: [BH4-].[Li+].C[O:4][C:5]([C@H:7]1[CH2:11][C@@H:10]([F:12])[CH2:9][N:8]1[C:13]([O:15][C:16]([CH3:19])([CH3:18])[CH3:17])=[O:14])=O. (5) The reactants are: [Br:1][C:2]1[CH:3]=[N:4][C:5]2[N:6]([N:8]=[C:9]([C:11]([OH:13])=O)[CH:10]=2)[CH:7]=1.[CH3:14][CH:15]1[NH:20][CH2:19][CH2:18][N:17]2[C:21]([C:24]3[S:25][CH:26]=[CH:27][CH:28]=3)=[CH:22][CH:23]=[C:16]12. Given the product [Br:1][C:2]1[CH:3]=[N:4][C:5]2[N:6]([N:8]=[C:9]([C:11]([N:20]3[CH2:19][CH2:18][N:17]4[C:21]([C:24]5[S:25][CH:26]=[CH:27][CH:28]=5)=[CH:22][CH:23]=[C:16]4[CH:15]3[CH3:14])=[O:13])[CH:10]=2)[CH:7]=1, predict the reactants needed to synthesize it. (6) Given the product [O:1]1[C:5]2[CH:6]=[CH:7][CH:8]=[C:9]([N:10]3[CH2:15][CH2:14][N:13]([CH2:16][CH2:17][C@H:18]4[CH2:19][CH2:20][C@H:21]([NH:24][C:25](=[O:31])[C@H:26]([O:30][CH3:32])[CH:27]([CH3:29])[CH3:28])[CH2:22][CH2:23]4)[CH2:12][CH2:11]3)[C:4]=2[O:3][CH2:2]1, predict the reactants needed to synthesize it. The reactants are: [O:1]1[C:5]2[CH:6]=[CH:7][CH:8]=[C:9]([N:10]3[CH2:15][CH2:14][N:13]([CH2:16][CH2:17][C@H:18]4[CH2:23][CH2:22][C@H:21]([NH:24][C:25](=[O:31])[C@H:26]([OH:30])[CH:27]([CH3:29])[CH3:28])[CH2:20][CH2:19]4)[CH2:12][CH2:11]3)[C:4]=2[O:3][CH2:2]1.[CH3:32]I. (7) Given the product [OH:36][CH2:37][CH2:38][N:1]1[CH2:2][CH2:3][CH:4]([C:7]2[O:11][C:10]([C:12]3[CH:13]=[C:14]4[C:18](=[CH:19][CH:20]=3)[C:17](=[N:21][OH:22])[CH2:16][CH2:15]4)=[C:9]([C:23]3[CH:24]=[CH:25][N:26]=[CH:27][CH:28]=3)[CH:8]=2)[CH2:5][CH2:6]1, predict the reactants needed to synthesize it. The reactants are: [NH:1]1[CH2:6][CH2:5][CH:4]([C:7]2[O:11][C:10]([C:12]3[CH:13]=[C:14]4[C:18](=[CH:19][CH:20]=3)[C:17](=[N:21][OH:22])[CH2:16][CH2:15]4)=[C:9]([C:23]3[CH:28]=[CH:27][N:26]=[CH:25][CH:24]=3)[CH:8]=2)[CH2:3][CH2:2]1.[Si]([O:36][CH2:37][CH:38]=O)(C(C)(C)C)(C)C.